Task: Predict which catalyst facilitates the given reaction.. Dataset: Catalyst prediction with 721,799 reactions and 888 catalyst types from USPTO The catalyst class is: 500. Product: [Cl:1][C:2]1[CH:15]=[CH:14][C:5]([NH:6][CH2:12][CH3:13])=[C:4]([CH:3]=1)[C:9]([OH:10])=[O:8]. Reactant: [Cl:1][C:2]1[CH:15]=[CH:14][C:5]2[N:6]([CH2:12][CH3:13])C(=O)[O:8][C:9](=[O:10])[C:4]=2[CH:3]=1.Cl.